This data is from Retrosynthesis with 50K atom-mapped reactions and 10 reaction types from USPTO. The task is: Predict the reactants needed to synthesize the given product. (1) Given the product CCCCCCCCCc1ccccc1C=O, predict the reactants needed to synthesize it. The reactants are: CCCCCCCCCc1ccccc1Br.CN(C)C=O. (2) Given the product Nc1ccn(-c2ccccc2)n1, predict the reactants needed to synthesize it. The reactants are: Ic1ccccc1.Nc1cc[nH]n1. (3) Given the product CC(C)n1cnc2c(Cl)cc(Cl)nc21, predict the reactants needed to synthesize it. The reactants are: CC(C)I.Clc1cc(Cl)c2nc[nH]c2n1. (4) Given the product C[C@]12C[C@H](C(F)F)[C@@H]3[C@H]4CCC(=O)C=C4CC[C@H]3[C@@H]1CC[C@@H]2O, predict the reactants needed to synthesize it. The reactants are: C[C@]12C[C@H](C(F)F)[C@@H]3[C@H]4CCC(=O)C=C4CC[C@H]3[C@@H]1CCC2=O. (5) Given the product CCCCOc1cc(CCC(=O)O)ccc1CCCc1ccc(OCCCC)c(OC)c1, predict the reactants needed to synthesize it. The reactants are: CCCCOc1cc(CCC(=O)OC)ccc1CCCc1ccc(OCCCC)c(OC)c1. (6) The reactants are: CCCNCCN.CCNCCNC(=O)c1cc2cc([N+](=O)[O-])ccc2[nH]1. Given the product CCCNCCNC(=O)c1cc2cc([N+](=O)[O-])ccc2[nH]1, predict the reactants needed to synthesize it. (7) Given the product O=C(O)Cc1ccc(N2CCCC2)cc1, predict the reactants needed to synthesize it. The reactants are: C1CCNC1.O=C(O)Cc1ccc(Br)cc1. (8) Given the product CCOC(=O)Cn1c(C)cc2c1CCC2, predict the reactants needed to synthesize it. The reactants are: CC(=O)CC1CCCC1=O.CCOC(=O)CN. (9) Given the product COC(=O)c1sc(-c2ccc(NC(=O)c3cocn3)cc2)cc1N(C(=O)[C@H]1CC[C@H](C)CC1)C(C)C, predict the reactants needed to synthesize it. The reactants are: COC(=O)c1sc(-c2ccc(N)cc2)cc1N(C(=O)[C@H]1CC[C@H](C)CC1)C(C)C.O=C(O)c1cocn1. (10) Given the product Cc1nc2cccnc2n(-c2cccc(N)c2)c1=O, predict the reactants needed to synthesize it. The reactants are: CC(=O)Nc1cccc(-n2c(=O)c(C)nc3cccnc32)c1.